This data is from Forward reaction prediction with 1.9M reactions from USPTO patents (1976-2016). The task is: Predict the product of the given reaction. Given the reactants Br[CH2:2][C:3]1[CH:10]=[CH:9][C:6]([C:7]#[N:8])=[CH:5][C:4]=1[I:11].[NH3:12].CO.C(Cl)[Cl:16], predict the reaction product. The product is: [ClH:16].[NH2:12][CH2:2][C:3]1[CH:10]=[CH:9][C:6]([C:7]#[N:8])=[CH:5][C:4]=1[I:11].